From a dataset of Forward reaction prediction with 1.9M reactions from USPTO patents (1976-2016). Predict the product of the given reaction. (1) The product is: [Cl:22][C:23]1[CH:45]=[CH:44][C:26]([CH2:27][NH:28][C:29]([C:31]2[C:32](=[O:43])[C:33]3[CH:40]=[C:39]([CH2:41][N:9]([CH2:8][CH:7]([C:6]4[CH:5]=[C:4]([CH3:12])[O:3][C:2]=4[CH3:1])[OH:11])[CH3:10])[S:38][C:34]=3[N:35]([CH3:37])[CH:36]=2)=[O:30])=[CH:25][CH:24]=1. Given the reactants [CH3:1][C:2]1[O:3][C:4]([CH3:12])=[CH:5][C:6]=1[CH:7]([OH:11])[CH2:8][NH:9][CH3:10].C(N(CC)C(C)C)(C)C.[Cl:22][C:23]1[CH:45]=[CH:44][C:26]([CH2:27][NH:28][C:29]([C:31]2[C:32](=[O:43])[C:33]3[CH:40]=[C:39]([CH2:41]Cl)[S:38][C:34]=3[N:35]([CH3:37])[CH:36]=2)=[O:30])=[CH:25][CH:24]=1.O, predict the reaction product. (2) Given the reactants CC([OH:7])CCC=C.[CH3:8][C:9]([OH:15])([CH2:11][CH2:12][CH:13]=[CH2:14])[CH3:10], predict the reaction product. The product is: [CH3:8][C:9]1([CH3:10])[O:15][CH:13]([CH2:14][OH:7])[CH2:12][CH2:11]1. (3) Given the reactants [CH3:1][NH:2][C:3]([C:5]1[C:9]2[CH:10]=[C:11](B3OC(C)(C)C(C)(C)O3)[C:12]([N:14]([CH3:19])[S:15]([CH3:18])(=[O:17])=[O:16])=[CH:13][C:8]=2[O:7][C:6]=1[C:29]1[CH:30]=[N:31][C:32]([C:35]([F:38])([F:37])[F:36])=[CH:33][CH:34]=1)=[O:4].Cl[C:40]1[N:57]=[CH:56][C:43]2[N:44]=[CH:45][N:46]3[C:54]4[CH:53]=[CH:52][CH:51]=[C:50]([F:55])[C:49]=4[CH:48]=[C:47]3[C:42]=2[CH:41]=1.C([O-])([O-])=O.[K+].[K+].CC(C1C=C(C(C)C)C(C2C=CC=CC=2P(C2CCCCC2)C2CCCCC2)=C(C(C)C)C=1)C, predict the reaction product. The product is: [F:55][C:50]1[C:49]2[CH:48]=[C:47]3[C:42]4[CH:41]=[C:40]([C:11]5[C:12]([N:14]([CH3:19])[S:15]([CH3:18])(=[O:17])=[O:16])=[CH:13][C:8]6[O:7][C:6]([C:29]7[CH:30]=[N:31][C:32]([C:35]([F:38])([F:36])[F:37])=[CH:33][CH:34]=7)=[C:5]([C:3]([NH:2][CH3:1])=[O:4])[C:9]=6[CH:10]=5)[N:57]=[CH:56][C:43]=4[N:44]=[CH:45][N:46]3[C:54]=2[CH:53]=[CH:52][CH:51]=1. (4) Given the reactants [Cl:1][C:2]1[C:3]([N:8]2[C:12]([S:13][C:14]#[N:15])=[CH:11][CH:10]=[C:9]2[C:16]([OH:18])=O)=[N:4][CH:5]=[CH:6][CH:7]=1.[NH2:19][C:20]1[C:28]([Br:29])=[CH:27][C:26]([Br:30])=[CH:25][C:21]=1[C:22](O)=[O:23].BrC1C=C(C(O)=O)N(C2C(Cl)=CC=CN=2)C=1.NC1C(C)=CC(Cl)=CC=1C(O)=O, predict the reaction product. The product is: [Br:30][C:26]1[CH:27]=[C:28]([Br:29])[C:20]2[N:19]=[C:16]([C:9]3[N:8]([C:3]4[C:2]([Cl:1])=[CH:7][CH:6]=[CH:5][N:4]=4)[C:12]([S:13][C:14]#[N:15])=[CH:11][CH:10]=3)[O:18][C:22](=[O:23])[C:21]=2[CH:25]=1.